Dataset: Experimental lipophilicity measurements (octanol/water distribution) for 4,200 compounds from AstraZeneca. Task: Regression/Classification. Given a drug SMILES string, predict its absorption, distribution, metabolism, or excretion properties. Task type varies by dataset: regression for continuous measurements (e.g., permeability, clearance, half-life) or binary classification for categorical outcomes (e.g., BBB penetration, CYP inhibition). For this dataset (lipophilicity_astrazeneca), we predict Y. (1) The drug is COc1cc(-n2cnc3cc(-c4ccc(Cl)cc4)sc3c2=O)ccc1OC[C@H](OP(=O)(O)O)C1CC1. The Y is -0.0400 logD. (2) The compound is CC[C@H](NC(=O)c1c(O)c(-c2ccccc2)nc2ccccc12)c1ccccc1. The Y is 3.91 logD.